Dataset: Catalyst prediction with 721,799 reactions and 888 catalyst types from USPTO. Task: Predict which catalyst facilitates the given reaction. (1) Reactant: C(OC([N:8]1[CH2:13][CH2:12][CH:11]([O:14][C:15]2[C:23]3[C:18](=[CH:19][CH:20]=[CH:21][C:22]=3[F:24])[N:17]([C:25]3[CH:30]=[CH:29][CH:28]=[CH:27][C:26]=3[F:31])[N:16]=2)[CH2:10][CH2:9]1)=O)(C)(C)C.[ClH:32]. Product: [ClH:32].[F:24][C:22]1[CH:21]=[CH:20][CH:19]=[C:18]2[C:23]=1[C:15]([O:14][CH:11]1[CH2:12][CH2:13][NH:8][CH2:9][CH2:10]1)=[N:16][N:17]2[C:25]1[CH:30]=[CH:29][CH:28]=[CH:27][C:26]=1[F:31]. The catalyst class is: 225. (2) Reactant: [NH2:1][C:2]1[N:6]([CH3:7])[NH:5][C:4](=[O:8])[CH:3]=1.[Br:9][C:10]1[CH:11]=[C:12]([CH:15]=[CH:16][C:17]=1[F:18])[CH:13]=O.[CH2:19]1[C:25](=O)[CH2:24][S:21](=[O:23])(=[O:22])[CH2:20]1. Product: [Br:9][C:10]1[CH:11]=[C:12]([CH:13]2[C:20]3[S:21](=[O:23])(=[O:22])[CH2:24][CH2:25][C:19]=3[NH:1][C:2]3[N:6]([CH3:7])[NH:5][C:4](=[O:8])[C:3]2=3)[CH:15]=[CH:16][C:17]=1[F:18]. The catalyst class is: 8. (3) Reactant: [CH3:1][N:2]1[CH2:7][CH2:6][NH:5][CH2:4][CH2:3]1.[C:8]([C:12]1[CH:13]=[C:14]([C:22]2[N:26]([C:27]3[CH:35]=[CH:34][C:30]([C:31]([OH:33])=O)=[CH:29][CH:28]=3)[N:25]=[C:24]([C:36]3[CH:41]=[CH:40][C:39]([C:42]([O:44][CH3:45])=[O:43])=[CH:38][CH:37]=3)[CH:23]=2)[CH:15]=[C:16]([O:18][CH:19]([CH3:21])[CH3:20])[CH:17]=1)([CH3:11])([CH3:10])[CH3:9].ON1C2C=CC=CC=2N=N1.CCN=C=NCCCN(C)C. Product: [C:8]([C:12]1[CH:13]=[C:14]([C:22]2[N:26]([C:27]3[CH:35]=[CH:34][C:30]([C:31]([N:5]4[CH2:6][CH2:7][N:2]([CH3:1])[CH2:3][CH2:4]4)=[O:33])=[CH:29][CH:28]=3)[N:25]=[C:24]([C:36]3[CH:41]=[CH:40][C:39]([C:42]([O:44][CH3:45])=[O:43])=[CH:38][CH:37]=3)[CH:23]=2)[CH:15]=[C:16]([O:18][CH:19]([CH3:21])[CH3:20])[CH:17]=1)([CH3:10])([CH3:9])[CH3:11]. The catalyst class is: 4. (4) Reactant: [CH3:1][O:2][C:3]1[CH:8]=[CH:7][C:6]([C:9]2[N:14]=[C:13]([C:15]#[N:16])[CH:12]=[CH:11][CH:10]=2)=[CH:5][C:4]=1[CH:17]1[C:30]2[C:29](=[O:31])[CH2:28][C:27]([CH3:33])([CH3:32])[CH2:26][C:25]=2[O:24][C:23]2[CH2:22][C:21]([CH3:35])([CH3:34])[CH2:20][C:19](=[O:36])[C:18]1=2.[N-:37]=[N+:38]=[N-:39].[Na+].[Cl-].[NH4+].O. Product: [CH3:1][O:2][C:3]1[CH:8]=[CH:7][C:6]([C:9]2[CH:10]=[CH:11][CH:12]=[C:13]([C:15]3[NH:39][N:38]=[N:37][N:16]=3)[N:14]=2)=[CH:5][C:4]=1[CH:17]1[C:30]2[C:29](=[O:31])[CH2:28][C:27]([CH3:32])([CH3:33])[CH2:26][C:25]=2[O:24][C:23]2[CH2:22][C:21]([CH3:35])([CH3:34])[CH2:20][C:19](=[O:36])[C:18]1=2. The catalyst class is: 3.